This data is from Full USPTO retrosynthesis dataset with 1.9M reactions from patents (1976-2016). The task is: Predict the reactants needed to synthesize the given product. (1) Given the product [Cl:8][C:6]1[N:5]=[CH:4][N:3]=[C:2]([NH:19][C@@H:18]([C:20]([O:22][CH3:23])=[O:21])[CH2:17][C:12]2[CH:13]=[CH:14][CH:15]=[CH:16][N:11]=2)[CH:7]=1, predict the reactants needed to synthesize it. The reactants are: Cl[C:2]1[CH:7]=[C:6]([Cl:8])[N:5]=[CH:4][N:3]=1.Cl.Cl.[N:11]1[CH:16]=[CH:15][CH:14]=[CH:13][C:12]=1[CH2:17][C@H:18]([C:20]([O:22][CH3:23])=[O:21])[NH2:19].C(N(CC)C(C)C)(C)C. (2) The reactants are: [ClH:1].O1CCOCC1.C(OC([N:15]1[C:23]2[C:18](=[CH:19][C:20]([O:24][CH2:25][C:26]3[CH:31]=[CH:30][CH:29]=[CH:28][CH:27]=3)=[CH:21][CH:22]=2)[CH2:17][CH2:16]1)=O)(C)(C)C. Given the product [ClH:1].[CH2:25]([O:24][C:20]1[CH:19]=[C:18]2[C:23](=[CH:22][CH:21]=1)[NH:15][CH2:16][CH2:17]2)[C:26]1[CH:27]=[CH:28][CH:29]=[CH:30][CH:31]=1, predict the reactants needed to synthesize it. (3) Given the product [N:7]1[CH:11]=[C:12]([C:13]([O:15][CH2:19][CH3:20])=[O:14])[N:1]2[CH:6]=[CH:5][N:4]=[CH:3][C:2]=12, predict the reactants needed to synthesize it. The reactants are: [N:1]1[CH:6]=[CH:5][N:4]=[CH:3][C:2]=1[NH2:7].CO.Br[CH2:11][C:12](=O)[C:13]([O-:15])=[O:14].CO[CH2:19][CH2:20]OC. (4) Given the product [F:8][C:6]1[CH:5]=[C:4]([CH2:9][C@@H:10]([C:26]2[C:31]([C:32]3[CH:33]=[CH:34][C:35]([F:41])=[C:36]([CH:40]=3)[C:37]([NH2:39])=[O:38])=[CH:30][CH:29]=[CH:28][N:27]=2)[NH:11][C:12](=[O:25])[CH2:13][N:14]2[CH:18]=[C:17]([CH:19]=[CH2:20])[C:16]([C:21]([F:22])([F:23])[F:24])=[N:15]2)[CH:3]=[C:2]([F:1])[CH:7]=1, predict the reactants needed to synthesize it. The reactants are: [F:1][C:2]1[CH:3]=[C:4]([CH2:9][C@@H:10]([C:26]2[C:31]([C:32]3[CH:33]=[CH:34][C:35]([F:41])=[C:36]([CH:40]=3)[C:37]([NH2:39])=[O:38])=[CH:30][CH:29]=[CH:28][N:27]=2)[NH:11][C:12](=[O:25])[CH2:13][N:14]2[CH:18]=[C:17]([C:19]#[CH:20])[C:16]([C:21]([F:24])([F:23])[F:22])=[N:15]2)[CH:5]=[C:6]([F:8])[CH:7]=1.